The task is: Predict the reactants needed to synthesize the given product.. This data is from Full USPTO retrosynthesis dataset with 1.9M reactions from patents (1976-2016). (1) Given the product [CH:1]1([CH2:7][C@H:8]([NH:19][C:20]([N:22]2[CH2:27][CH2:26][CH2:25][C@@H:24]([C@H:28]([C:37]3[CH:42]=[CH:41][CH:40]=[C:39]([F:43])[CH:38]=3)[O:29][CH2:30][CH2:31][NH:32][C:33](=[O:36])[O:34][CH3:35])[CH2:23]2)=[O:21])[CH2:9][NH:10][CH3:11])[CH2:6][CH2:5][CH2:4][CH2:3][CH2:2]1, predict the reactants needed to synthesize it. The reactants are: [CH:1]1([CH2:7][C@H:8]([NH:19][C:20]([N:22]2[CH2:27][CH2:26][CH2:25][C@@H:24]([C@H:28]([C:37]3[CH:42]=[CH:41][CH:40]=[C:39]([F:43])[CH:38]=3)[O:29][CH2:30][CH2:31][NH:32][C:33](=[O:36])[O:34][CH3:35])[CH2:23]2)=[O:21])[CH2:9][N:10](C)[C:11](OC(C)(C)C)=O)[CH2:6][CH2:5][CH2:4][CH2:3][CH2:2]1.C(O)(C(F)(F)F)=O. (2) Given the product [CH3:12][O:11][C:7]1[N:6]=[C:5]([C:2]#[N:3])[CH:10]=[CH:9][CH:8]=1, predict the reactants needed to synthesize it. The reactants are: [Cu][C:2]#[N:3].Br[C:5]1[CH:10]=[CH:9][CH:8]=[C:7]([O:11][CH3:12])[N:6]=1.O.C(OCC)(=O)C. (3) Given the product [CH:11]([N:8]1[C:5]2=[N:6][CH:7]=[C:2]([B:17]3[O:18][C:19]([CH3:21])([CH3:20])[C:15]([CH3:31])([CH3:14])[O:16]3)[CH:3]=[C:4]2[N:10]=[N:9]1)([CH3:13])[CH3:12], predict the reactants needed to synthesize it. The reactants are: Br[C:2]1[CH:3]=[C:4]2[N:10]=[N:9][N:8]([CH:11]([CH3:13])[CH3:12])[C:5]2=[N:6][CH:7]=1.[CH3:14][C:15]1([CH3:31])[C:19]([CH3:21])([CH3:20])[O:18][B:17]([B:17]2[O:18][C:19]([CH3:21])([CH3:20])[C:15]([CH3:31])([CH3:14])[O:16]2)[O:16]1.C([O-])(=O)C.[K+]. (4) Given the product [O:15]1[C:19]2[CH:20]=[CH:21][CH:22]=[C:23]([CH2:24][N:25]([CH3:26])[C:12](=[O:14])[CH2:11][CH2:10][CH2:9][S:8][C:5]3[CH:4]=[CH:3][C:2]([OH:1])=[CH:7][CH:6]=3)[C:18]=2[O:17][CH2:16]1, predict the reactants needed to synthesize it. The reactants are: [OH:1][C:2]1[CH:7]=[CH:6][C:5]([S:8][CH2:9][CH2:10][CH2:11][C:12]([OH:14])=O)=[CH:4][CH:3]=1.[O:15]1[C:19]2[CH:20]=[CH:21][CH:22]=[C:23]([CH2:24][NH:25][CH3:26])[C:18]=2[O:17][CH2:16]1.